Dataset: Full USPTO retrosynthesis dataset with 1.9M reactions from patents (1976-2016). Task: Predict the reactants needed to synthesize the given product. Given the product [C:1]([O:5][C:6](=[O:13])[NH:7][C:8]([CH3:12])([CH3:11])[CH2:9][NH:10][C:23]([NH:22][C:14](=[O:21])[C:15]1[CH:16]=[CH:17][CH:18]=[CH:19][CH:20]=1)=[S:24])([CH3:4])([CH3:2])[CH3:3], predict the reactants needed to synthesize it. The reactants are: [C:1]([O:5][C:6](=[O:13])[NH:7][C:8]([CH3:12])([CH3:11])[CH2:9][NH2:10])([CH3:4])([CH3:3])[CH3:2].[C:14]([N:22]=[C:23]=[S:24])(=[O:21])[C:15]1[CH:20]=[CH:19][CH:18]=[CH:17][CH:16]=1.